Task: Predict the reactants needed to synthesize the given product.. Dataset: Full USPTO retrosynthesis dataset with 1.9M reactions from patents (1976-2016) (1) Given the product [CH2:1]([C:8]1[CH:12]=[C:11]([NH:13][C:14]([NH:30][C:31]2[CH:47]=[CH:46][C:34]([O:35][C:36]3[CH:41]=[CH:40][N:39]=[C:38]([C:42]([NH:44][CH3:45])=[O:43])[CH:37]=3)=[CH:33][C:32]=2[F:48])=[O:22])[N:10]([C:23]2[CH:28]=[CH:27][CH:26]=[C:25]([F:29])[CH:24]=2)[N:9]=1)[C:2]1[CH:7]=[CH:6][CH:5]=[CH:4][CH:3]=1, predict the reactants needed to synthesize it. The reactants are: [CH2:1]([C:8]1[CH:12]=[C:11]([NH:13][C:14](=[O:22])OC2C=CC=CC=2)[N:10]([C:23]2[CH:28]=[CH:27][CH:26]=[C:25]([F:29])[CH:24]=2)[N:9]=1)[C:2]1[CH:7]=[CH:6][CH:5]=[CH:4][CH:3]=1.[NH2:30][C:31]1[CH:47]=[CH:46][C:34]([O:35][C:36]2[CH:41]=[CH:40][N:39]=[C:38]([C:42]([NH:44][CH3:45])=[O:43])[CH:37]=2)=[CH:33][C:32]=1[F:48].C(N(CC)CC)C. (2) Given the product [C:17]([O:21][C:22]([N:24]1[CH2:25][CH2:26][N:27]([CH:30]2[CH2:35][CH2:34][N:33]([C:2]3[CH:11]=[CH:10][C:9]([N+:12]([O-:14])=[O:13])=[C:8]4[C:3]=3[CH2:4][CH2:5][N:6]([CH3:16])[C:7]4=[O:15])[CH2:32][CH2:31]2)[CH2:28][CH2:29]1)=[O:23])([CH3:20])([CH3:18])[CH3:19], predict the reactants needed to synthesize it. The reactants are: F[C:2]1[CH:11]=[CH:10][C:9]([N+:12]([O-:14])=[O:13])=[C:8]2[C:3]=1[CH2:4][CH2:5][N:6]([CH3:16])[C:7]2=[O:15].[C:17]([O:21][C:22]([N:24]1[CH2:29][CH2:28][N:27]([CH:30]2[CH2:35][CH2:34][NH:33][CH2:32][CH2:31]2)[CH2:26][CH2:25]1)=[O:23])([CH3:20])([CH3:19])[CH3:18].C([O-])([O-])=O.[K+].[K+].